From a dataset of Reaction yield outcomes from USPTO patents with 853,638 reactions. Predict the reaction yield, written as a fraction of the theoretical maximum amount of product (1.0 means a 100% yield; for example, 0.34 means a 34% yield). (1) The reactants are [NH2:1][C:2]1[CH:7]=[CH:6][C:5](Br)=[CH:4][N:3]=1.C([Li])CCC.Cl[Si](C)(C)CC[Si](Cl)(C)C.[C:24]1([S:30]([N:33]2[C:37]3=[N:38][CH:39]=[C:40]([Cl:42])[CH:41]=[C:36]3[C:35]([CH:43]=[O:44])=[CH:34]2)(=[O:32])=[O:31])[CH:29]=[CH:28][CH:27]=[CH:26][CH:25]=1. The catalyst is O1CCCC1.O. The product is [NH2:1][C:2]1[N:3]=[CH:4][C:5]([CH:43]([C:35]2[C:36]3[C:37](=[N:38][CH:39]=[C:40]([Cl:42])[CH:41]=3)[N:33]([S:30]([C:24]3[CH:25]=[CH:26][CH:27]=[CH:28][CH:29]=3)(=[O:32])=[O:31])[CH:34]=2)[OH:44])=[CH:6][CH:7]=1. The yield is 0.509. (2) The reactants are Cl[C:2]1[CH:7]=[CH:6][C:5]([N+:8]([O-:10])=[O:9])=[CH:4][CH:3]=1.[NH2:11][C:12]1[CH:17]=[CH:16][CH:15]=[CH:14][CH:13]=1.[O-]P([O-])([O-])=O.[K+].[K+].[K+]. The catalyst is COCCOC.C1C=CC(/C=C/C(/C=C/C2C=CC=CC=2)=O)=CC=1.C1C=CC(/C=C/C(/C=C/C2C=CC=CC=2)=O)=CC=1.[Pd]. The product is [CH:15]1[CH:16]=[CH:17][C:12]([NH:11][C:2]2[CH:7]=[CH:6][C:5]([N+:8]([O-:10])=[O:9])=[CH:4][CH:3]=2)=[CH:13][CH:14]=1. The yield is 0.950. (3) The reactants are [F:1][C:2]1[C:3]([NH2:17])=[N:4][C:5]([O:8][CH2:9][C:10]2[CH:15]=[CH:14][C:13]([F:16])=[CH:12][CH:11]=2)=[N:6][CH:7]=1.CC([O-])(C)C.[K+].CC(O)(C)C.[N+:29]([C:32]1[CH:37]=[CH:36][CH:35]=[CH:34][C:33]=1[S:38]Cl)([O-:31])=[O:30].Cl. The catalyst is O. The product is [F:1][C:2]1[C:3]([NH:17][S:38][C:33]2[CH:34]=[CH:35][CH:36]=[CH:37][C:32]=2[N+:29]([O-:31])=[O:30])=[N:4][C:5]([O:8][CH2:9][C:10]2[CH:11]=[CH:12][C:13]([F:16])=[CH:14][CH:15]=2)=[N:6][CH:7]=1. The yield is 0.260. (4) The reactants are [OH:1][CH2:2][CH2:3][CH:4]=[CH:5][CH2:6][N:7]1[C:11](=[O:12])[O:10][N:9]=[C:8]1[CH3:13].C(N(CC)CC)C.[CH3:21][S:22](Cl)(=[O:24])=[O:23]. The catalyst is C(Cl)Cl.C(OCC)(=O)C. The product is [CH3:13][C:8]1[N:7]([CH2:6][CH:5]=[CH:4][CH2:3][CH2:2][O:1][S:22]([CH3:21])(=[O:24])=[O:23])[C:11](=[O:12])[O:10][N:9]=1. The yield is 0.580. (5) The reactants are [Br:1]N1C(=O)CCC1=O.[C:9]([O:13][C:14](=[O:31])[N:15]([CH2:19][CH2:20][CH2:21][N:22]1[C:26]([NH2:27])=[C:25]([C:28](=[O:30])[NH2:29])[N:24]=[CH:23]1)[CH:16]([CH3:18])[CH3:17])([CH3:12])([CH3:11])[CH3:10]. The catalyst is CN(C=O)C. The product is [C:9]([O:13][C:14](=[O:31])[N:15]([CH2:19][CH2:20][CH2:21][N:22]1[C:26]([NH2:27])=[C:25]([C:28](=[O:30])[NH2:29])[N:24]=[C:23]1[Br:1])[CH:16]([CH3:17])[CH3:18])([CH3:11])([CH3:12])[CH3:10]. The yield is 0.680. (6) The reactants are [CH3:1][O:2][C:3](=[O:32])[CH:4]=[CH:5][C:6]1[CH:15]=[C:14]2[C:9]([C:10]([C:16]3[C:17]([C:25]4[CH:30]=[CH:29][CH:28]=[C:27]([CH3:31])[N:26]=4)=[N:18][N:19]4[CH:24]=[CH:23][CH:22]=[CH:21][C:20]=34)=[CH:11][CH:12]=[N:13]2)=[CH:8][CH:7]=1.[H][H]. The catalyst is CO.ClCCl.[Pd]. The product is [CH3:1][O:2][C:3](=[O:32])[CH2:4][CH2:5][C:6]1[CH:15]=[C:14]2[C:9]([C:10]([C:16]3[C:17]([C:25]4[CH:30]=[CH:29][CH:28]=[C:27]([CH3:31])[N:26]=4)=[N:18][N:19]4[CH:24]=[CH:23][CH:22]=[CH:21][C:20]=34)=[CH:11][CH:12]=[N:13]2)=[CH:8][CH:7]=1. The yield is 0.590.